The task is: Predict the reactants needed to synthesize the given product.. This data is from Full USPTO retrosynthesis dataset with 1.9M reactions from patents (1976-2016). (1) Given the product [OH:1][CH2:2][C:3]1[O:7][N:6]=[C:5]([CH:8]([CH2:21][CH3:22])[CH2:9][C@@H:10]([C:11]([O:13][C:14]([CH3:15])([CH3:16])[CH3:17])=[O:12])[C:18]([O:20][CH2:28][C:29]2[CH:34]=[CH:33][CH:32]=[CH:31][CH:30]=2)=[O:19])[CH:4]=1, predict the reactants needed to synthesize it. The reactants are: [OH:1][CH2:2][C:3]1[O:7][N:6]=[C:5]([CH:8]([CH2:21][CH3:22])[CH2:9][C@H:10]([C:18]([O-:20])=[O:19])[C:11]([O:13][C:14]([CH3:17])([CH3:16])[CH3:15])=[O:12])[CH:4]=1.CN(C=O)C.[CH2:28](Br)[C:29]1[CH:34]=[CH:33][CH:32]=[CH:31][CH:30]=1.C(=O)([O-])O.[K+]. (2) Given the product [S:22]1[CH:26]=[CH:25][N:24]=[C:23]1[C:27]1[N:32]=[C:31]([NH:33][C:3](=[O:4])[CH2:2][Cl:1])[CH:30]=[C:29]([C:34]2[S:35][CH:36]=[CH:37][N:38]=2)[N:28]=1, predict the reactants needed to synthesize it. The reactants are: [Cl:1][CH2:2][C:3](NC1C=C(N2C=CC=N2)N=C(C2OC=CC=2)N=1)=[O:4].[S:22]1[CH:26]=[CH:25][N:24]=[C:23]1[C:27]1[N:32]=[C:31]([NH2:33])[CH:30]=[C:29]([C:34]2[S:35][CH:36]=[CH:37][N:38]=2)[N:28]=1. (3) Given the product [Cl:1][C:2]1[N:7]=[CH:6][C:5]([CH2:8][N:14]2[CH2:15][CH2:16][N:11]([CH3:10])[CH2:12][CH2:13]2)=[CH:4][CH:3]=1, predict the reactants needed to synthesize it. The reactants are: [Cl:1][C:2]1[N:7]=[CH:6][C:5]([CH:8]=O)=[CH:4][CH:3]=1.[CH3:10][N:11]1[CH2:16][CH2:15][NH:14][CH2:13][CH2:12]1. (4) Given the product [CH3:28][O:29][C:30]1[N:35]=[CH:34][C:33]([C:2]2[CH:11]=[CH:10][C:9]3[N:8]=[CH:7][C:6]4[C:12](=[O:27])[NH:13][C:14](=[O:26])[N:15]([C:16]5[CH:21]=[CH:20][CH:19]=[C:18]([C:22]([F:25])([F:24])[F:23])[CH:17]=5)[C:5]=4[C:4]=3[N:3]=2)=[CH:32][N:31]=1, predict the reactants needed to synthesize it. The reactants are: Cl[C:2]1[CH:11]=[CH:10][C:9]2[N:8]=[CH:7][C:6]3[C:12](=[O:27])[NH:13][C:14](=[O:26])[N:15]([C:16]4[CH:21]=[CH:20][CH:19]=[C:18]([C:22]([F:25])([F:24])[F:23])[CH:17]=4)[C:5]=3[C:4]=2[N:3]=1.[CH3:28][O:29][C:30]1[N:35]=[CH:34][C:33](OB(O)O)=[CH:32][N:31]=1.C(=O)([O-])[O-].[K+].[K+].O1CCOCC1. (5) Given the product [Si:1]([CH:8]([OH:25])[C@H:9]1[O:13][C@@H:12]([N:14]2[CH:21]=[CH:20][C:18](=[O:19])[NH:17][C:15]2=[O:16])[C@@:11]([F:23])([CH3:22])[C@:10]1([C:35](=[O:38])[CH2:36][CH3:37])[OH:24])([C:4]([CH3:7])([CH3:5])[CH3:6])([CH3:2])[CH3:3], predict the reactants needed to synthesize it. The reactants are: [Si:1]([CH:8]([OH:25])[C@H:9]1[O:13][C@@H:12]([N:14]2[CH:21]=[CH:20][C:18](=[O:19])[NH:17][C:15]2=[O:16])[C@@:11]([F:23])([CH3:22])[C@@H:10]1[OH:24])([C:4]([CH3:7])([CH3:6])[CH3:5])([CH3:3])[CH3:2].C(N(CC)C(C)C)(C)C.[C:35](O[C:35](=[O:38])[CH2:36][CH3:37])(=[O:38])[CH2:36][CH3:37]. (6) Given the product [CH3:3][C:2]([OH:16])([C:4]([C:6]1[CH:11]=[CH:10][C:9]([O:12][CH2:13][CH2:14][OH:15])=[CH:8][CH:7]=1)=[O:5])[CH3:1].[CH2:19]([C:20]([O-:5])=[O:21])[CH2:18][C:17]([O-:22])=[O:23], predict the reactants needed to synthesize it. The reactants are: [CH3:1][C:2]([OH:16])([C:4]([C:6]1[CH:11]=[CH:10][C:9]([O:12][CH2:13][CH2:14][OH:15])=[CH:8][CH:7]=1)=[O:5])[CH3:3].[C:17]1(=[O:23])[O:22][C:20](=[O:21])[CH2:19][CH2:18]1. (7) Given the product [Br:29][C:30]1[CH:31]=[C:32]([C:16]2[CH:17]=[CH:18][CH:19]=[C:14]([C:4]3[C:5]4[S:6][C:7]5[CH:13]=[CH:12][CH:11]=[CH:10][C:8]=5[C:9]=4[CH:1]=[CH:2][CH:3]=3)[CH:15]=2)[CH:33]=[CH:34][CH:35]=1, predict the reactants needed to synthesize it. The reactants are: [CH:1]1[C:9]2[C:8]3[CH:10]=[CH:11][CH:12]=[CH:13][C:7]=3[S:6][C:5]=2[C:4]([C:14]2[CH:15]=[C:16](B3OC(C)(C)C(C)(C)O3)[CH:17]=[CH:18][CH:19]=2)=[CH:3][CH:2]=1.[Br:29][C:30]1[CH:35]=[CH:34][CH:33]=[C:32](Br)[CH:31]=1.C(=O)([O-])[O-].[K+].[K+].